This data is from Forward reaction prediction with 1.9M reactions from USPTO patents (1976-2016). The task is: Predict the product of the given reaction. (1) Given the reactants [C:1]([O:5][C:6]([NH:8][C:9]1[C:10]([C:20](=[O:40])[CH:21]([C:34]2[N:38]([CH3:39])[N:37]=[CH:36][N:35]=2)[CH:22]([C:27]2[CH:32]=[CH:31][C:30]([F:33])=[CH:29][CH:28]=2)[CH2:23][N+]([O-])=O)=[C:11]([CH:16]=[C:17]([F:19])[CH:18]=1)[C:12]([O:14][CH3:15])=[O:13])=[O:7])([CH3:4])([CH3:3])[CH3:2].[H-].[Na+].O, predict the reaction product. The product is: [F:19][C:17]1[CH:16]=[C:11]([C:12]([O:14][CH3:15])=[O:13])[C:10]2[C:20](=[O:40])[CH:21]([C:34]3[N:38]([CH3:39])[N:37]=[CH:36][N:35]=3)[CH:22]([C:27]3[CH:28]=[CH:29][C:30]([F:33])=[CH:31][CH:32]=3)[CH2:23][N:8]([C:6]([O:5][C:1]([CH3:2])([CH3:4])[CH3:3])=[O:7])[C:9]=2[CH:18]=1. (2) Given the reactants [Cl-].[CH2:2]([N+:4]([CH2:7][CH2:8][CH2:9][CH2:10][CH2:11][CH2:12][OH:13])([CH3:6])[CH3:5])[CH3:3].[Li+].[C:15]([S:19]([N-:22][S:23]([C:26]([F:29])([F:28])[F:27])(=[O:25])=[O:24])(=[O:21])=[O:20])([F:18])([F:17])[F:16], predict the reaction product. The product is: [F:29][C:26]([F:27])([F:28])[S:23]([N-:22][S:19]([C:15]([F:16])([F:17])[F:18])(=[O:20])=[O:21])(=[O:24])=[O:25].[CH2:2]([N+:4]([CH2:7][CH2:8][CH2:9][CH2:10][CH2:11][CH2:12][OH:13])([CH3:5])[CH3:6])[CH3:3]. (3) Given the reactants [C:1]([N:8]([CH3:28])[CH:9]1[CH2:14][CH2:13][CH:12]([NH:15][CH2:16][C:17]2[CH:18]=[C:19](B(O)O)[CH:20]=[CH:21][C:22]=2[O:23][CH3:24])[CH2:11][CH2:10]1)([O:3][C:4]([CH3:7])([CH3:6])[CH3:5])=[O:2].FC(F)(F)S(O[C:35]1[CH:40]=[C:39]([CH3:41])[N:38]=[C:37]([CH3:42])[CH:36]=1)(=O)=O, predict the reaction product. The product is: [CH3:42][C:37]1[CH:36]=[C:35]([C:19]2[CH:20]=[CH:21][C:22]([O:23][CH3:24])=[C:17]([CH:18]=2)[CH2:16][NH:15][CH:12]2[CH2:13][CH2:14][CH:9]([N:8]([CH3:28])[C:1](=[O:2])[O:3][C:4]([CH3:7])([CH3:6])[CH3:5])[CH2:10][CH2:11]2)[CH:40]=[C:39]([CH3:41])[N:38]=1. (4) The product is: [CH2:1]([O:3][C:4](=[O:14])[C:5]([CH3:16])([CH3:13])[C:6]([C:8]1[O:9][CH:10]=[CH:11][CH:12]=1)=[O:7])[CH3:2]. Given the reactants [CH2:1]([O:3][C:4](=[O:14])[CH:5]([CH3:13])[C:6]([C:8]1[O:9][CH:10]=[CH:11][CH:12]=1)=[O:7])[CH3:2].[O-][CH2:16]C.[Na+], predict the reaction product. (5) Given the reactants [CH3:1][S:2]([C:5]1[CH:12]=[CH:11][C:8]([CH2:9]Cl)=[CH:7][CH:6]=1)(=[O:4])=[O:3].[CH3:13][S:14]([O-:16])=[O:15].[Na+].O, predict the reaction product. The product is: [CH3:1][S:2]([C:5]1[CH:12]=[CH:11][C:8]([CH2:9][S:14]([CH3:13])(=[O:16])=[O:15])=[CH:7][CH:6]=1)(=[O:4])=[O:3]. (6) The product is: [N:1]([C@@H:4]([C@@H:38]([C:45]1[CH:46]=[CH:47][C:48]([Cl:51])=[CH:49][CH:50]=1)[CH:39]1[CH2:40][CH2:41][O:42][CH2:43][CH2:44]1)[C:5]([NH:7][C:8]1[CH:13]=[CH:12][CH:11]=[C:10]([F:14])[C:9]=1[CH2:15][CH2:16][C@@H:17]1[N:31]([S:32]([CH:35]2[CH2:36][CH2:37]2)(=[O:34])=[O:33])[C@@H:28]([CH3:29])[CH2:27][N:19]([C:20]([O:21][C:22]([CH3:24])([CH3:25])[CH3:23])=[O:26])[CH2:18]1)=[O:6])=[N+:2]=[N-:3]. Given the reactants [N:1]([C@@H:4]([C@@H:38]([C:45]1[CH:50]=[CH:49][C:48]([Cl:51])=[CH:47][CH:46]=1)[CH:39]1[CH2:44][CH2:43][O:42][CH2:41][CH2:40]1)[C:5]([NH:7][C:8]1[CH:13]=[CH:12][CH:11]=[C:10]([F:14])[C:9]=1[CH2:15][CH2:16][C@H:17]([NH:31][S:32]([CH:35]1[CH2:37][CH2:36]1)(=[O:34])=[O:33])[CH2:18][N:19]([CH2:27][C@H:28](O)[CH3:29])[C:20](=[O:26])[O:21][C:22]([CH3:25])([CH3:24])[CH3:23])=[O:6])=[N+:2]=[N-:3].CC(OC(/N=N/C(OC(C)C)=O)=O)C.C1(P(C2C=CC=CC=2)C2C=CC=CC=2)C=CC=CC=1, predict the reaction product.